From a dataset of Reaction yield outcomes from USPTO patents with 853,638 reactions. Predict the reaction yield, written as a fraction of the theoretical maximum amount of product (1.0 means a 100% yield; for example, 0.34 means a 34% yield). (1) The reactants are [Si]([O:8][CH2:9][CH2:10][CH:11]([N:19]1[C:27]2[C:22](=[CH:23][CH:24]=[CH:25][CH:26]=2)[C:21]2([CH2:32][CH2:31][CH2:30][CH2:29][CH2:28]2)[C:20]1=[O:33])[C:12]1[CH:17]=[CH:16][CH:15]=[C:14]([F:18])[CH:13]=1)(C(C)(C)C)(C)C.[F-].C([N+](CCCC)(CCCC)CCCC)CCC. The catalyst is O1CCCC1. The product is [F:18][C:14]1[CH:13]=[C:12]([CH:11]([N:19]2[C:27]3[C:22](=[CH:23][CH:24]=[CH:25][CH:26]=3)[C:21]3([CH2:32][CH2:31][CH2:30][CH2:29][CH2:28]3)[C:20]2=[O:33])[CH2:10][CH2:9][OH:8])[CH:17]=[CH:16][CH:15]=1. The yield is 0.840. (2) The reactants are [CH3:1][C:2]([CH:4]1[CH2:9][CH2:8][CH2:7][CH2:6][CH2:5]1)=[O:3].[H-].[Na+].[C:12](OCC)(=[O:18])[C:13]([O:15][CH2:16][CH3:17])=[O:14].CCOCC. The catalyst is CN(C=O)C. The product is [CH:4]1([C:2](=[O:3])/[CH:1]=[C:12](\[OH:18])/[C:13]([O:15][CH2:16][CH3:17])=[O:14])[CH2:9][CH2:8][CH2:7][CH2:6][CH2:5]1. The yield is 0.940. (3) The reactants are [CH3:1][C:2]1[C:6]2[C:7](=[O:19])[N:8]([CH2:12][CH2:13][N:14]3[CH2:18][CH2:17][CH2:16][CH2:15]3)[CH2:9][CH2:10][CH2:11][C:5]=2[NH:4][C:3]=1[CH:20]=O.[Br:22][C:23]1[CH:31]=[CH:30][CH:29]=[C:28]2[C:24]=1[CH2:25][C:26](=[O:32])[NH:27]2. No catalyst specified. The product is [Br:22][C:23]1[CH:31]=[CH:30][CH:29]=[C:28]2[C:24]=1[C:25](=[CH:20][C:3]1[NH:4][C:5]3[CH2:11][CH2:10][CH2:9][N:8]([CH2:12][CH2:13][N:14]4[CH2:15][CH2:16][CH2:17][CH2:18]4)[C:7](=[O:19])[C:6]=3[C:2]=1[CH3:1])[C:26](=[O:32])[NH:27]2. The yield is 0.605. (4) The reactants are [C:1]([O:6][C@@H:7]1[C@@H:15]([CH2:16][C:17]2[CH:22]=[CH:21][CH:20]=[CH:19][CH:18]=2)[C:14](=[O:23])[O:13][CH2:12][C@H:11]([NH:24][C:25]([O:27][C:28]([CH3:31])([CH3:30])[CH3:29])=[O:26])[C:10](=[O:32])[O:9][C@H:8]1[CH3:33])(=[O:5])[CH:2]([CH3:4])[CH3:3]. The catalyst is C1COCC1.[Rh]. The product is [C:1]([O:6][C@@H:7]1[C@@H:15]([CH2:16][CH:17]2[CH2:22][CH2:21][CH2:20][CH2:19][CH2:18]2)[C:14](=[O:23])[O:13][CH2:12][C@H:11]([NH:24][C:25]([O:27][C:28]([CH3:29])([CH3:31])[CH3:30])=[O:26])[C:10](=[O:32])[O:9][C@H:8]1[CH3:33])(=[O:5])[CH:2]([CH3:3])[CH3:4]. The yield is 0.920. (5) The reactants are [F:1][C:2]1[CH:3]=[C:4]([C:8]2[CH:9]=[CH:10][C:11]3[N:12]=[CH:13][N:14]=[C:15]([NH2:18])[C:16]=3[N:17]=2)[CH:5]=[CH:6][CH:7]=1.FC1C=C(B(O)O)C=C([CH:26]=[O:27])C=1.C([O-])([O-])=O.[K+].[K+]. The catalyst is O1CCOCC1.O.C1C=CC([P]([Pd]([P](C2C=CC=CC=2)(C2C=CC=CC=2)C2C=CC=CC=2)([P](C2C=CC=CC=2)(C2C=CC=CC=2)C2C=CC=CC=2)[P](C2C=CC=CC=2)(C2C=CC=CC=2)C2C=CC=CC=2)(C2C=CC=CC=2)C2C=CC=CC=2)=CC=1. The product is [NH2:18][C:15]1[C:16]2[N:17]=[C:8]([C:4]3[CH:5]=[C:6]([CH:7]=[C:2]([F:1])[CH:3]=3)[CH:26]=[O:27])[CH:9]=[CH:10][C:11]=2[N:12]=[CH:13][N:14]=1. The yield is 0.900. (6) The reactants are [CH2:1]([O:3][C:4]1[C:5]([O:19][CH2:20][C:21]2[CH:26]=[CH:25][C:24]([O:27][CH3:28])=[CH:23][CH:22]=2)=[N:6][CH:7]=[C:8](B2OC(C)(C)C(C)(C)O2)[CH:9]=1)[CH3:2].Br[C:30]1[CH:35]=[CH:34][C:33]([CH2:36][C:37]([NH:39][C:40]2[CH:41]=[N:42][C:43]([O:50][CH2:51][CH3:52])=[C:44]([C:46]([F:49])([F:48])[F:47])[CH:45]=2)=[O:38])=[C:32]([F:53])[CH:31]=1.C([O-])([O-])=O.[Cs+].[Cs+]. The catalyst is O1CCOCC1.O.C1C=CC(P(C2C=CC=CC=2)[C-]2C=CC=C2)=CC=1.C1C=CC(P(C2C=CC=CC=2)[C-]2C=CC=C2)=CC=1.Cl[Pd]Cl.[Fe+2]. The product is [CH2:51]([O:50][C:43]1[N:42]=[CH:41][C:40]([NH:39][C:37](=[O:38])[CH2:36][C:33]2[CH:34]=[CH:35][C:30]([C:8]3[CH:7]=[N:6][C:5]([O:19][CH2:20][C:21]4[CH:22]=[CH:23][C:24]([O:27][CH3:28])=[CH:25][CH:26]=4)=[C:4]([O:3][CH2:1][CH3:2])[CH:9]=3)=[CH:31][C:32]=2[F:53])=[CH:45][C:44]=1[C:46]([F:47])([F:49])[F:48])[CH3:52]. The yield is 0.273. (7) The reactants are O[CH:2]([NH:7][C:8](=[O:16])[C:9]1[CH:14]=[CH:13][C:12]([Cl:15])=[CH:11][CH:10]=1)[C:3]([F:6])([F:5])[F:4].P(Cl)(Cl)[Cl:18]. The catalyst is P(Cl)(Cl)(Cl)=O.CCCCCCC. The product is [Cl:18][CH:2]([NH:7][C:8](=[O:16])[C:9]1[CH:14]=[CH:13][C:12]([Cl:15])=[CH:11][CH:10]=1)[C:3]([F:6])([F:5])[F:4]. The yield is 0.893.